From a dataset of Forward reaction prediction with 1.9M reactions from USPTO patents (1976-2016). Predict the product of the given reaction. (1) The product is: [CH3:30][S:31]([O:22][CH2:21][CH2:20][N:4]([CH2:3][CH2:2][Cl:1])[C:5]1[C:13]([N+:14]([O-:16])=[O:15])=[CH:12][C:11]([N+:17]([O-:19])=[O:18])=[CH:10][C:6]=1[C:7]([NH2:9])=[O:8])(=[O:33])=[O:32]. Given the reactants [Cl:1][CH2:2][CH2:3][N:4]([CH2:20][CH2:21][OH:22])[C:5]1[C:13]([N+:14]([O-:16])=[O:15])=[CH:12][C:11]([N+:17]([O-:19])=[O:18])=[CH:10][C:6]=1[C:7]([NH2:9])=[O:8].CCN(CC)CC.[CH3:30][S:31](Cl)(=[O:33])=[O:32].C([O-])(O)=O.[Na+], predict the reaction product. (2) The product is: [F:32][C:5]1[C:6]2[C:11](=[CH:10][CH:9]=[C:8]([S:12]([NH:15][C:16]3[S:20][N:19]=[CH:18][N:17]=3)(=[O:13])=[O:14])[CH:7]=2)[C:2]([C:37]2[CH:38]=[CH:39][C:34]([F:33])=[CH:35][C:36]=2[O:43][CH3:44])=[N:3][CH:4]=1. Given the reactants Cl[C:2]1[C:11]2[C:6](=[CH:7][C:8]([S:12]([N:15](CC3C=CC(OC)=CC=3OC)[C:16]3[S:20][N:19]=[CH:18][N:17]=3)(=[O:14])=[O:13])=[CH:9][CH:10]=2)[C:5]([F:32])=[CH:4][N:3]=1.[F:33][C:34]1[CH:39]=[CH:38][C:37](B(O)O)=[C:36]([O:43][CH3:44])[CH:35]=1, predict the reaction product. (3) Given the reactants [CH2:1]([O:3][C:4](=[O:28])[C:5]1[CH:10]=[CH:9][C:8]([S:11](=[O:27])(=[O:26])[NH:12][C:13]2[CH:18]=[CH:17][C:16]([N:19]3[CH2:24][CH2:23][C:22](=O)[CH2:21][CH2:20]3)=[CH:15][CH:14]=2)=[CH:7][CH:6]=1)[CH3:2].[NH2:29][CH2:30][C@@H:31]([C:33]1[CH:34]=[CH:35][C:36]([OH:44])=[C:37]([NH:39][S:40]([CH3:43])(=[O:42])=[O:41])[CH:38]=1)[OH:32], predict the reaction product. The product is: [CH2:1]([O:3][C:4](=[O:28])[C:5]1[CH:6]=[CH:7][C:8]([S:11]([NH:12][C:13]2[CH:18]=[CH:17][C:16]([N:19]3[CH2:20][CH2:21][CH:22]([NH:29][CH2:30][C@H:31]([OH:32])[C:33]4[CH:34]=[CH:35][C:36]([OH:44])=[C:37]([NH:39][S:40]([CH3:43])(=[O:42])=[O:41])[CH:38]=4)[CH2:23][CH2:24]3)=[CH:15][CH:14]=2)(=[O:26])=[O:27])=[CH:9][CH:10]=1)[CH3:2]. (4) Given the reactants [Br:1][C:2]1[CH:7]=[CH:6][C:5]([S:8][CH2:9][CH:10](OCC)OCC)=[CH:4][CH:3]=1, predict the reaction product. The product is: [Br:1][C:2]1[CH:3]=[CH:4][C:5]2[S:8][CH:9]=[CH:10][C:6]=2[CH:7]=1. (5) The product is: [CH2:37]([O:36][CH:35]([O:39][CH2:40][CH3:41])[C@@H:34]([N:22]([CH2:23][C:24]1[C:33]2[C:28](=[CH:29][CH:30]=[CH:31][CH:32]=2)[CH:27]=[CH:26][CH:25]=1)[C:20](=[O:21])[C@@H:19]([NH:18][C:15](=[O:17])[CH2:14][N:2]([CH3:1])[NH:3][C:4]([NH:5][CH2:6][C:7]1[CH:8]=[CH:9][N:10]=[CH:11][CH:12]=1)=[O:13])[CH2:43][C:44](=[O:45])[NH:46][C:47]([C:48]1[CH:49]=[CH:50][CH:51]=[CH:52][CH:53]=1)([C:54]1[CH:59]=[CH:58][CH:57]=[CH:56][CH:55]=1)[C:60]1[CH:61]=[CH:62][CH:63]=[CH:64][CH:65]=1)[CH3:42])[CH3:38]. Given the reactants [CH3:1][N:2]([CH2:14][C:15]([OH:17])=O)[NH:3][C:4](=[O:13])[NH:5][CH2:6][C:7]1[CH:12]=[CH:11][N:10]=[CH:9][CH:8]=1.[NH2:18][C@@H:19]([CH2:43][C:44]([NH:46][C:47]([C:60]1[CH:65]=[CH:64][CH:63]=[CH:62][CH:61]=1)([C:54]1[CH:59]=[CH:58][CH:57]=[CH:56][CH:55]=1)[C:48]1[CH:53]=[CH:52][CH:51]=[CH:50][CH:49]=1)=[O:45])[C:20]([N:22]([C@@H:34]([CH3:42])[CH:35]([O:39][CH2:40][CH3:41])[O:36][CH2:37][CH3:38])[CH2:23][C:24]1[C:33]2[C:28](=[CH:29][CH:30]=[CH:31][CH:32]=2)[CH:27]=[CH:26][CH:25]=1)=[O:21], predict the reaction product.